Dataset: Full USPTO retrosynthesis dataset with 1.9M reactions from patents (1976-2016). Task: Predict the reactants needed to synthesize the given product. (1) Given the product [Br:8][C:3]1[CH:4]=[CH:5][CH:6]=[CH:7][C:2]=1[C:15]1[CH:14]=[CH:13][CH:12]=[C:11]([O:10][CH3:9])[CH:16]=1, predict the reactants needed to synthesize it. The reactants are: Br[C:2]1[CH:7]=[CH:6][CH:5]=[CH:4][C:3]=1[Br:8].[CH3:9][O:10][C:11]1[CH:12]=[C:13](B(O)O)[CH:14]=[CH:15][CH:16]=1.C(=O)([O-])[O-].[Na+].[Na+]. (2) The reactants are: [OH-].[Na+].[CH2:3]([O:6][C:7]1[CH:8]=[C:9]([N+:15]([O-:17])=[O:16])[CH:10]=[CH:11][C:12]=1[O:13]C)[CH:4]=[CH2:5]. Given the product [CH2:3]([O:6][C:7]1[CH:8]=[C:9]([N+:15]([O-:17])=[O:16])[CH:10]=[CH:11][C:12]=1[OH:13])[CH:4]=[CH2:5], predict the reactants needed to synthesize it.